Dataset: Forward reaction prediction with 1.9M reactions from USPTO patents (1976-2016). Task: Predict the product of the given reaction. (1) Given the reactants [CH3:1][O:2][C:3](=[O:25])[CH2:4][C:5]1[CH:6]=[C:7]([C:13]2[CH:18]=[CH:17][C:16]([C:19]([F:22])([F:21])[F:20])=[CH:15][C:14]=2[CH:23]=O)[C:8]([O:11][CH3:12])=[CH:9][CH:10]=1.[CH2:26]([NH2:31])[C:27]([CH3:30])([CH3:29])[CH3:28], predict the reaction product. The product is: [CH3:1][O:2][C:3](=[O:25])[CH2:4][C:5]1[CH:6]=[C:7]([C:13]2[CH:18]=[CH:17][C:16]([C:19]([F:22])([F:20])[F:21])=[CH:15][C:14]=2[CH2:23][NH:31][CH2:26][C:27]([CH3:30])([CH3:29])[CH3:28])[C:8]([O:11][CH3:12])=[CH:9][CH:10]=1. (2) Given the reactants C([O:3][C:4](=O)[CH2:5][C:6]1[N:7]=[C:8]([NH:11][C:12](=[O:36])[CH:13]([C:20]2[CH:25]=[CH:24][C:23]([C:26]3[C:35]4[C:30](=[CH:31][CH:32]=[CH:33][CH:34]=4)[CH:29]=[CH:28][CH:27]=3)=[CH:22][CH:21]=2)[CH2:14][CH:15]2[CH2:19][CH2:18][CH2:17][CH2:16]2)[S:9][CH:10]=1)C.[H-].[Al+3].[Li+].[H-].[H-].[H-].C(OCC)(=O)C, predict the reaction product. The product is: [CH:15]1([CH2:14][CH:13]([C:20]2[CH:21]=[CH:22][C:23]([C:26]3[C:35]4[C:30](=[CH:31][CH:32]=[CH:33][CH:34]=4)[CH:29]=[CH:28][CH:27]=3)=[CH:24][CH:25]=2)[C:12]([NH:11][C:8]2[S:9][CH:10]=[C:6]([CH2:5][CH2:4][OH:3])[N:7]=2)=[O:36])[CH2:19][CH2:18][CH2:17][CH2:16]1. (3) Given the reactants [Br:1][C:2]1[S:6][C:5]([C:7](OCC)([O:9]CC)[CH3:8])=[N:4][CH:3]=1.FC(F)(F)C(O)=O.O, predict the reaction product. The product is: [Br:1][C:2]1[S:6][C:5]([C:7](=[O:9])[CH3:8])=[N:4][CH:3]=1. (4) Given the reactants [C:1]([N:5]1[C:9]([C:10]([F:13])([F:12])[F:11])=[C:8]([C:14]([OH:16])=O)[CH:7]=[N:6]1)([CH3:4])([CH3:3])[CH3:2].CCN(C(C)C)C(C)C.[B-](F)(F)(F)F.CN(C(ON1C(=O)CCC1=O)=[N+](C)C)C.Cl.[NH2:47][CH:48]1[CH:55]2[CH2:56][CH:51]3[CH2:52][CH:53]([CH2:57][CH:49]1[CH2:50]3)[CH2:54]2, predict the reaction product. The product is: [CH:49]12[CH2:57][CH:53]3[CH2:52][CH:51]([CH2:56][CH:55]([CH2:54]3)[CH:48]1[NH:47][C:14]([C:8]1[CH:7]=[N:6][N:5]([C:1]([CH3:2])([CH3:3])[CH3:4])[C:9]=1[C:10]([F:11])([F:12])[F:13])=[O:16])[CH2:50]2. (5) Given the reactants [Cl:1][C:2]1[CH:3]=[C:4]([N:10]2[C:14]([CH3:15])=[C:13]([O:16][C:17]3[CH:25]=[CH:24][C:20]([C:21](O)=[O:22])=[CH:19][CH:18]=3)[C:12]([CH3:26])=[N:11]2)[CH:5]=[CH:6][C:7]=1[C:8]#[N:9].[CH:27]([NH2:30])([CH3:29])[CH3:28], predict the reaction product. The product is: [Cl:1][C:2]1[CH:3]=[C:4]([N:10]2[C:14]([CH3:15])=[C:13]([O:16][C:17]3[CH:25]=[CH:24][C:20]([C:21]([NH:30][CH:27]([CH3:29])[CH3:28])=[O:22])=[CH:19][CH:18]=3)[C:12]([CH3:26])=[N:11]2)[CH:5]=[CH:6][C:7]=1[C:8]#[N:9]. (6) Given the reactants CCN(C(C)C)C(C)C.[S:10](Cl)([CH3:13])(=[O:12])=[O:11].[CH2:15]([O:17][C:18]([C:20]1[CH:25]=[C:24]([C:26]#[N:27])[C:23](=[O:28])[NH:22][C:21]=1[CH2:29][O:30][CH2:31][C:32]1[CH:37]=[CH:36][C:35]([O:38][CH3:39])=[C:34]([O:40][CH3:41])[CH:33]=1)=[O:19])[CH3:16].Cl, predict the reaction product. The product is: [CH2:15]([O:17][C:18](=[O:19])[C:20]1[CH:25]=[C:24]([C:26]#[N:27])[C:23]([O:28][S:10]([CH3:13])(=[O:12])=[O:11])=[N:22][C:21]=1[CH2:29][O:30][CH2:31][C:32]1[CH:37]=[CH:36][C:35]([O:38][CH3:39])=[C:34]([O:40][CH3:41])[CH:33]=1)[CH3:16].